From a dataset of Reaction yield outcomes from USPTO patents with 853,638 reactions. Predict the reaction yield, written as a fraction of the theoretical maximum amount of product (1.0 means a 100% yield; for example, 0.34 means a 34% yield). (1) The reactants are C(OC(=O)NC1(C2C=CC(C3C(=O)C4C(=CC([C:29]5[NH:30][N:31]=[CH:32][CH:33]=5)=CC=4)OC=3C3C=CC=CC=3)=CC=2)CCC1)(C)(C)C.[C:41]([O:45][C:46](=[O:78])[NH:47][C:48]1([C:52]2[CH:57]=[CH:56][C:55]([C:58]3[C:67](=[O:68])[C:66]4[C:61](=[C:62](Br)[C:63]([O:69][CH3:70])=[CH:64][CH:65]=4)[O:60][C:59]=3[C:72]3[CH:77]=[CH:76][CH:75]=[CH:74][CH:73]=3)=[CH:54][CH:53]=2)[CH2:51][CH2:50][CH2:49]1)([CH3:44])([CH3:43])[CH3:42].CC1(C)C(C)(C)OB(C2C=NNC=2)O1. No catalyst specified. The product is [C:41]([O:45][C:46](=[O:78])[NH:47][C:48]1([C:52]2[CH:57]=[CH:56][C:55]([C:58]3[C:67](=[O:68])[C:66]4[C:61](=[C:62]([C:33]5[CH:29]=[N:30][NH:31][CH:32]=5)[C:63]([O:69][CH3:70])=[CH:64][CH:65]=4)[O:60][C:59]=3[C:72]3[CH:77]=[CH:76][CH:75]=[CH:74][CH:73]=3)=[CH:54][CH:53]=2)[CH2:51][CH2:50][CH2:49]1)([CH3:44])([CH3:43])[CH3:42]. The yield is 0.520. (2) The reactants are [ClH:1].[N:2]1([C:11]2[CH:18]=[CH:17][C:14]([C:15]#[N:16])=[CH:13][CH:12]=2)[C:6]2=[N:7][CH:8]=[CH:9][CH:10]=[C:5]2[CH:4]=[CH:3]1.C[CH2:20][O:21]CC. No catalyst specified. The product is [ClH:1].[N:2]1([C:11]2[CH:18]=[CH:17][C:14]([C:15](=[NH:16])[O:21][CH3:20])=[CH:13][CH:12]=2)[C:6]2=[N:7][CH:8]=[CH:9][CH:10]=[C:5]2[CH:4]=[CH:3]1. The yield is 0.990.